The task is: Predict the reactants needed to synthesize the given product.. This data is from Full USPTO retrosynthesis dataset with 1.9M reactions from patents (1976-2016). (1) Given the product [OH:8][C@@H:4]1[CH2:5][N:6]([C:20]([NH:19][C:22]2[CH:23]=[CH:24][C:25]([C:28]([F:29])([F:30])[F:31])=[CH:26][CH:27]=2)=[O:21])[CH2:7][C:3]1([CH3:9])[CH3:2], predict the reactants needed to synthesize it. The reactants are: Cl.[CH3:2][C:3]1([CH3:9])[CH2:7][NH:6][CH2:5][C@H:4]1[OH:8].C(N(CC)C(C)C)(C)C.[N:19]([C:22]1[CH:27]=[CH:26][C:25]([C:28]([F:31])([F:30])[F:29])=[CH:24][CH:23]=1)=[C:20]=[O:21]. (2) Given the product [Cl:1][C:2]1[CH:3]=[CH:4][C:5]([C:28]([F:29])([F:30])[F:31])=[C:6]([CH:27]=1)[CH2:7][N:8]1[CH2:13][CH2:12][NH:11][C:10]2[N:14]=[CH:15][C:16]([C:18]3[CH:19]=[C:20]([C:21]([N:42]4[CH2:43][CH2:44][N:39]([CH2:38][CH:32]5[CH2:33][CH2:34][CH2:35][CH2:36][CH2:37]5)[CH2:40][CH2:41]4)=[O:23])[CH:24]=[CH:25][CH:26]=3)=[CH:17][C:9]1=2, predict the reactants needed to synthesize it. The reactants are: [Cl:1][C:2]1[CH:3]=[CH:4][C:5]([C:28]([F:31])([F:30])[F:29])=[C:6]([CH:27]=1)[CH2:7][N:8]1[CH2:13][CH2:12][NH:11][C:10]2[N:14]=[CH:15][C:16]([C:18]3[CH:19]=[C:20]([CH:24]=[CH:25][CH:26]=3)[C:21]([OH:23])=O)=[CH:17][C:9]1=2.[CH:32]1([CH2:38][N:39]2[CH2:44][CH2:43][NH:42][CH2:41][CH2:40]2)[CH2:37][CH2:36][CH2:35][CH2:34][CH2:33]1. (3) Given the product [CH3:1][O:2][C:3](=[O:33])[C:4]1[CH:9]=[CH:8][C:7]([C:10]2[C:18]3[C:13](=[CH:14][C:15]([N:34]4[CH2:37][CH:36]([OH:38])[CH2:35]4)=[CH:16][CH:17]=3)[N:12]([C:20](=[O:32])[C:21]3[C:26]([C:27]([F:30])([F:29])[F:28])=[CH:25][CH:24]=[CH:23][C:22]=3[Cl:31])[N:11]=2)=[CH:6][CH:5]=1, predict the reactants needed to synthesize it. The reactants are: [CH3:1][O:2][C:3](=[O:33])[C:4]1[CH:9]=[CH:8][C:7]([C:10]2[C:18]3[C:13](=[CH:14][C:15](Br)=[CH:16][CH:17]=3)[N:12]([C:20](=[O:32])[C:21]3[C:26]([C:27]([F:30])([F:29])[F:28])=[CH:25][CH:24]=[CH:23][C:22]=3[Cl:31])[N:11]=2)=[CH:6][CH:5]=1.[NH:34]1[CH2:37][CH:36]([OH:38])[CH2:35]1.CC(C1C=C(C(C)C)C(C2C=CC=CC=2P(C2CCCCC2)C2CCCCC2)=C(C(C)C)C=1)C.C([O-])([O-])=O.[Cs+].[Cs+]. (4) Given the product [Cl:1][C:2]1[CH:3]=[CH:4][C:5]([C:8]2[N:12]([C:13]3[CH:18]=[CH:17][C:16]([Cl:19])=[CH:15][C:14]=3[Cl:20])[N:11]=[C:10]([C:21]([N:41]3[CH2:42][CH2:43][C:38]([NH:44][C:45](=[O:51])[O:46][C:47]([CH3:48])([CH3:50])[CH3:49])([C:32]4[CH:33]=[CH:34][CH:35]=[CH:36][CH:37]=4)[CH2:39][CH2:40]3)=[O:22])[C:9]=2[CH3:24])=[CH:6][CH:7]=1, predict the reactants needed to synthesize it. The reactants are: [Cl:1][C:2]1[CH:7]=[CH:6][C:5]([C:8]2[N:12]([C:13]3[CH:18]=[CH:17][C:16]([Cl:19])=[CH:15][C:14]=3[Cl:20])[N:11]=[C:10]([C:21](O)=[O:22])[C:9]=2[CH3:24])=[CH:4][CH:3]=1.C(N(CC)CC)C.[C:32]1([C:38]2([NH:44][C:45](=[O:51])[O:46][C:47]([CH3:50])([CH3:49])[CH3:48])[CH2:43][CH2:42][NH:41][CH2:40][CH2:39]2)[CH:37]=[CH:36][CH:35]=[CH:34][CH:33]=1.F[P-](F)(F)(F)(F)F.N1(O[P+](N(C)C)(N(C)C)N(C)C)C2C=CC=CC=2N=N1. (5) The reactants are: Cl.[NH:2]1[CH2:7][CH2:6][CH:5]([N:8]2[C:13]3[CH:14]=[CH:15][CH:16]=[CH:17][C:12]=3[CH2:11][O:10][C:9]2=[O:18])[CH2:4][CH2:3]1.Cl[C:20]1[N:25]=[C:24]([C:26]([F:29])([F:28])[F:27])[C:23]([C:30]([OH:32])=[O:31])=[CH:22][N:21]=1. Given the product [O:18]=[C:9]1[O:10][CH2:11][C:12]2[CH:17]=[CH:16][CH:15]=[CH:14][C:13]=2[N:8]1[CH:5]1[CH2:4][CH2:3][N:2]([C:20]2[N:25]=[C:24]([C:26]([F:28])([F:29])[F:27])[C:23]([C:30]([OH:32])=[O:31])=[CH:22][N:21]=2)[CH2:7][CH2:6]1, predict the reactants needed to synthesize it. (6) Given the product [O:7]=[C:8]([CH3:31])[CH2:9][NH:10][C:11]([C@H:13]1[CH2:14][CH2:15][C@H:16]([C:19]2[NH:20][CH:21]=[C:22]([C:24]3[CH:29]=[CH:28][CH:27]=[C:26]([Br:30])[CH:25]=3)[N:23]=2)[CH2:17][CH2:18]1)=[O:12], predict the reactants needed to synthesize it. The reactants are: C(Cl)(=O)C(Cl)=O.[OH:7][CH:8]([CH3:31])[CH2:9][NH:10][C:11]([C@H:13]1[CH2:18][CH2:17][C@H:16]([C:19]2[NH:20][CH:21]=[C:22]([C:24]3[CH:29]=[CH:28][CH:27]=[C:26]([Br:30])[CH:25]=3)[N:23]=2)[CH2:15][CH2:14]1)=[O:12]. (7) Given the product [CH3:1][O:2][C:3]1[CH:8]=[CH:7][C:6]2[C:9]3([CH2:19][O:20][C:5]=2[CH:4]=1)[C:17]1[C:12](=[CH:13][CH:14]=[CH:15][CH:16]=1)[N:11]([CH2:34][C@H:31]1[CH2:30][CH2:23][CH2:33][O:32]1)[C:10]3=[O:18], predict the reactants needed to synthesize it. The reactants are: [CH3:1][O:2][C:3]1[CH:8]=[CH:7][C:6]2[C:9]3([CH2:19][O:20][C:5]=2[CH:4]=1)[C:17]1[C:12](=[CH:13][CH:14]=[CH:15][CH:16]=1)[NH:11][C:10]3=[O:18].N1C2C(=CC=CC=2)[C:23]2([CH2:33][O:32][C:31]3[CH:34]=C4C(=C[C:30]2=3)CCO4)C1=O.CC1C=CC(S(OC[C@H]2CCCO2)(=O)=O)=CC=1.BrCC1CCCCO1. (8) Given the product [CH:18]1([CH2:21][C:22]([C:2]2[CH:10]=[CH:9][C:8]([O:11][CH3:12])=[CH:7][C:3]=2[C:4]([OH:6])=[O:5])=[O:23])[CH2:20][CH2:19]1, predict the reactants needed to synthesize it. The reactants are: Br[C:2]1[CH:10]=[CH:9][C:8]([O:11][CH3:12])=[CH:7][C:3]=1[C:4]([OH:6])=[O:5].C([Li])CCC.[CH:18]1([CH2:21][C:22](N(OC)C)=[O:23])[CH2:20][CH2:19]1. (9) Given the product [O:1]1[CH:5]=[CH:4][CH:3]=[C:2]1[C:6]1[O:7][C:8]([CH3:29])=[C:9]([CH2:11][O:12][C:13]2[CH:28]=[CH:27][C:16]([CH2:17][O:18][C:19]3[C:24]([CH2:25][C:30]#[N:32])=[CH:23][CH:22]=[CH:21][N:20]=3)=[CH:15][CH:14]=2)[N:10]=1, predict the reactants needed to synthesize it. The reactants are: [O:1]1[CH:5]=[CH:4][CH:3]=[C:2]1[C:6]1[O:7][C:8]([CH3:29])=[C:9]([CH2:11][O:12][C:13]2[CH:28]=[CH:27][C:16]([CH2:17][O:18][C:19]3[C:24]([CH2:25]O)=[CH:23][CH:22]=[CH:21][N:20]=3)=[CH:15][CH:14]=2)[N:10]=1.[CH2:30]([N:32](CC)CC)C.CS(Cl)(=O)=O.[C-]#N.[Na+]. (10) Given the product [Cl:1][C:2]1[CH:7]=[CH:6][CH:5]=[CH:4][C:3]=1[C:8]1[N:9]([C:18]([O:20][CH2:21][CH3:22])=[O:19])[C:10]2[C:15]([CH:16]=1)=[CH:14][C:13]([C:29]1[CH:30]=[CH:31][C:26]([C:25]([O:24][CH3:23])=[O:42])=[CH:27][C:28]=1[CH3:41])=[CH:12][CH:11]=2, predict the reactants needed to synthesize it. The reactants are: [Cl:1][C:2]1[CH:7]=[CH:6][CH:5]=[CH:4][C:3]=1[C:8]1[N:9]([C:18]([O:20][CH2:21][CH3:22])=[O:19])[C:10]2[C:15]([CH:16]=1)=[CH:14][C:13](I)=[CH:12][CH:11]=2.[CH3:23][O:24][C:25](=[O:42])[C:26]1[CH:31]=[CH:30][C:29](B2OC(C)(C)C(C)(C)O2)=[C:28]([CH3:41])[CH:27]=1.C([O-])([O-])=O.[K+].[K+].O1CCOCC1.